Task: Predict the reaction yield, written as a fraction of the theoretical maximum amount of product (1.0 means a 100% yield; for example, 0.34 means a 34% yield).. Dataset: Reaction yield outcomes from USPTO patents with 853,638 reactions (1) The reactants are [S:1](Cl)([C:4]1[CH:10]=[CH:9][C:7]([CH3:8])=[CH:6][CH:5]=1)(=[O:3])=[O:2].[C:12]([O:16][C:17](=[O:25])[NH:18][CH2:19][CH2:20][O:21][CH2:22][CH2:23][OH:24])([CH3:15])([CH3:14])[CH3:13]. The catalyst is CN(C1C=CN=CC=1)C.C(Cl)Cl. The product is [CH3:8][C:7]1[CH:9]=[CH:10][C:4]([S:1]([O:24][CH2:23][CH2:22][O:21][CH2:20][CH2:19][NH:18][C:17]([O:16][C:12]([CH3:15])([CH3:14])[CH3:13])=[O:25])(=[O:3])=[O:2])=[CH:5][CH:6]=1. The yield is 0.920. (2) The reactants are [NH2:1][C:2]1[CH:3]=[CH:4][C:5]([NH:8][C:9]([N:11]2[CH2:15][CH2:14][CH2:13][CH2:12]2)=[O:10])=[N:6][CH:7]=1.C(N(CC)CC)C.[Cl:23][C:24]1[C:29]([C:30](Cl)=[O:31])=[C:28]([F:33])[C:27]([NH:34][S:35]([CH2:38][CH2:39][CH3:40])(=[O:37])=[O:36])=[CH:26][CH:25]=1. The catalyst is O1CCCC1.C(OCC)(=O)C. The product is [Cl:23][C:24]1[C:29]([C:30]([NH:1][C:2]2[CH:3]=[CH:4][C:5]([NH:8][C:9]([N:11]3[CH2:15][CH2:14][CH2:13][CH2:12]3)=[O:10])=[N:6][CH:7]=2)=[O:31])=[C:28]([F:33])[C:27]([NH:34][S:35]([CH2:38][CH2:39][CH3:40])(=[O:37])=[O:36])=[CH:26][CH:25]=1. The yield is 0.0300. (3) The reactants are ClC(Cl)(O[C:5](=[O:11])OC(Cl)(Cl)Cl)Cl.[NH2:13][C:14]1[CH:19]=[CH:18][C:17]([N:20]2[C:24]([CH2:25][CH2:26][CH3:27])=[C:23]([C:28]([NH:30][CH:31]3[CH2:33][CH2:32]3)=[O:29])[N:22]=[N:21]2)=[CH:16][CH:15]=1.C(N(CC)C(C)C)(C)C.[CH2:43]([NH2:50])[C:44]1[CH:49]=[CH:48][CH:47]=[CH:46][CH:45]=1. The catalyst is ClCCl.C(OCC)(=O)C. The product is [CH2:43]([NH:50][C:5]([NH:13][C:14]1[CH:19]=[CH:18][C:17]([N:20]2[C:24]([CH2:25][CH2:26][CH3:27])=[C:23]([C:28]([NH:30][CH:31]3[CH2:32][CH2:33]3)=[O:29])[N:22]=[N:21]2)=[CH:16][CH:15]=1)=[O:11])[C:44]1[CH:49]=[CH:48][CH:47]=[CH:46][CH:45]=1. The yield is 0.520. (4) The reactants are [C:1]([O:5][C:6]([NH:8][CH:9]([CH2:15][CH2:16][CH2:17][CH3:18])[C@H:10]([OH:14])[C:11]([OH:13])=O)=[O:7])([CH3:4])([CH3:3])[CH3:2].[C:19]1([C@H:25]([NH2:27])[CH3:26])[CH:24]=[CH:23][CH:22]=[CH:21][CH:20]=1.C(N(CC)C(C)C)(C)C.CN(C(ON1N=NC2C=CC=NC1=2)=[N+](C)C)C.F[P-](F)(F)(F)(F)F. The catalyst is CN(C=O)C. The product is [C:1]([O:5][C:6](=[O:7])[NH:8][C@H:9]([CH:10]([OH:14])[C:11](=[O:13])[NH:27][C@@H:25]([C:19]1[CH:24]=[CH:23][CH:22]=[CH:21][CH:20]=1)[CH3:26])[CH2:15][CH2:16][CH2:17][CH3:18])([CH3:2])([CH3:3])[CH3:4]. The yield is 0.440. (5) The reactants are [CH3:1][C:2]1[C:10]2[C:5](=[CH:6][CH:7]=[CH:8][CH:9]=2)[NH:4][CH:3]=1.[H-].[Na+].I[CH3:14]. The catalyst is CN(C=O)C. The product is [CH3:14][N:4]1[C:5]2[C:10](=[CH:9][CH:8]=[CH:7][CH:6]=2)[C:2]([CH3:1])=[CH:3]1. The yield is 0.970.